This data is from Reaction yield outcomes from USPTO patents with 853,638 reactions. The task is: Predict the reaction yield, written as a fraction of the theoretical maximum amount of product (1.0 means a 100% yield; for example, 0.34 means a 34% yield). (1) The reactants are [O-]P([O-])([O-])=O.[K+].[K+].[K+].[CH3:9][S:10][C:11]1[CH:16]=[CH:15][C:14](B(O)O)=[CH:13][CH:12]=1.[F:20][C:21]1[C:22](I)=[CH:23][C:24](=[O:40])[N:25]([CH2:27][CH2:28][C@@:29]([CH3:39])([S:35]([CH3:38])(=[O:37])=[O:36])[C:30]([O:32][CH2:33][CH3:34])=[O:31])[CH:26]=1. The catalyst is C1C=CC(P(C2C=CC=CC=2)[C-]2C=CC=C2)=CC=1.C1C=CC(P(C2C=CC=CC=2)[C-]2C=CC=C2)=CC=1.Cl[Pd]Cl.[Fe+2].O1CCOCC1. The product is [F:20][C:21]1[C:22]([C:14]2[CH:15]=[CH:16][C:11]([S:10][CH3:9])=[CH:12][CH:13]=2)=[CH:23][C:24](=[O:40])[N:25]([CH2:27][CH2:28][C@@:29]([CH3:39])([S:35]([CH3:38])(=[O:36])=[O:37])[C:30]([O:32][CH2:33][CH3:34])=[O:31])[CH:26]=1. The yield is 0.990. (2) The reactants are [Na].[N+](C(C)C)([O-])=[O:3].[Cl:8][C:9]1[CH:10]=[C:11]([CH:14]=[C:15]([CH3:17])[CH:16]=1)[CH2:12]Br. The catalyst is C(O)C. The product is [Cl:8][C:9]1[CH:10]=[C:11]([CH:14]=[C:15]([CH3:17])[CH:16]=1)[CH:12]=[O:3]. The yield is 0.420. (3) The reactants are [CH2:1]([O:3][C:4]([N:6]1[C:15]2[C:10](=[CH:11][C:12]([C:16]([F:19])([F:18])[F:17])=[CH:13][CH:14]=2)[CH:9]([CH:20]([N:35]=C(C2C=CC=CC=2)C2C=CC=CC=2)[C:21]2[CH:26]=[C:25]([C:27]([F:30])([F:29])[F:28])[CH:24]=[C:23]([C:31]([F:34])([F:33])[F:32])[CH:22]=2)[CH2:8][CH:7]1[CH2:49][CH3:50])=[O:5])[CH3:2].CS(O)(=O)=O.O. The catalyst is C(O)(C)C. The product is [CH2:1]([O:3][C:4]([N:6]1[C:15]2[C:10](=[CH:11][C:12]([C:16]([F:19])([F:18])[F:17])=[CH:13][CH:14]=2)[CH:9]([CH:20]([NH2:35])[C:21]2[CH:26]=[C:25]([C:27]([F:28])([F:29])[F:30])[CH:24]=[C:23]([C:31]([F:32])([F:34])[F:33])[CH:22]=2)[CH2:8][CH:7]1[CH2:49][CH3:50])=[O:5])[CH3:2]. The yield is 1.00. (4) The reactants are [NH:1]1[CH2:5][CH2:4][CH2:3][CH2:2]1.[C:6]([C:10]1[CH:14]=[C:13]([NH:15][C:16]([NH:18][C@@H:19]2[C:28]3[C:23](=[CH:24][CH:25]=[CH:26][CH:27]=3)[C@H:22]([O:29][C:30]3[CH:31]=[CH:32][C:33]4[N:34]([C:36]([N:39]5[C@H:44]([CH3:45])[CH2:43][CH2:42][CH2:41][C@@H:40]5[CH3:46])=[N:37][N:38]=4)[CH:35]=3)[CH2:21][CH2:20]2)=[O:17])[N:12]([C:47]2[CH:48]=[C:49]([CH:58]=[CH:59][CH:60]=2)[O:50][CH2:51][CH2:52]OS(C)(=O)=O)[N:11]=1)([CH3:9])([CH3:8])[CH3:7]. The catalyst is C1COCC1. The product is [C:6]([C:10]1[CH:14]=[C:13]([NH:15][C:16]([NH:18][C@@H:19]2[C:28]3[C:23](=[CH:24][CH:25]=[CH:26][CH:27]=3)[C@H:22]([O:29][C:30]3[CH:31]=[CH:32][C:33]4[N:34]([C:36]([N:39]5[C@H:40]([CH3:46])[CH2:41][CH2:42][CH2:43][C@@H:44]5[CH3:45])=[N:37][N:38]=4)[CH:35]=3)[CH2:21][CH2:20]2)=[O:17])[N:12]([C:47]2[CH:60]=[CH:59][CH:58]=[C:49]([O:50][CH2:51][CH2:52][N:1]3[CH2:5][CH2:4][CH2:3][CH2:2]3)[CH:48]=2)[N:11]=1)([CH3:7])([CH3:8])[CH3:9]. The yield is 0.250.